From a dataset of Reaction yield outcomes from USPTO patents with 853,638 reactions. Predict the reaction yield, written as a fraction of the theoretical maximum amount of product (1.0 means a 100% yield; for example, 0.34 means a 34% yield). (1) The reactants are [O:1]1[C:5]2[CH:6]=[CH:7][C:8]([C:10]3([C:13]([NH:15][C:16]4[N:21]=[C:20]([C:22]5[CH:23]=[N:24][C:25]([O:28]C)=[CH:26][CH:27]=5)[C:19]([CH3:30])=[CH:18][CH:17]=4)=[O:14])[CH2:12][CH2:11]3)=[CH:9][C:4]=2[CH2:3][CH2:2]1.Cl. The catalyst is O1CCOCC1. The product is [O:1]1[C:5]2[CH:6]=[CH:7][C:8]([C:10]3([C:13]([NH:15][C:16]4[CH:17]=[CH:18][C:19]([CH3:30])=[C:20]([C:22]5[CH:27]=[CH:26][C:25](=[O:28])[NH:24][CH:23]=5)[N:21]=4)=[O:14])[CH2:12][CH2:11]3)=[CH:9][C:4]=2[CH2:3][CH2:2]1. The yield is 0.440. (2) The reactants are [C:1]([C:3]1[S:7][C:6]([CH:8]=O)=[CH:5][CH:4]=1)#[CH:2].[NH:10]1[CH2:15][CH2:14][O:13][CH2:12][CH2:11]1.CC(O)=O.[BH-](OC(C)=O)(OC(C)=O)OC(C)=O.[Na+]. The catalyst is ClCCCl.C(Cl)Cl. The product is [C:1]([C:3]1[S:7][C:6]([CH2:8][N:10]2[CH2:15][CH2:14][O:13][CH2:12][CH2:11]2)=[CH:5][CH:4]=1)#[CH:2]. The yield is 0.600. (3) The reactants are [CH:1](NC(C)C)(C)C.[Li]CCCC.[C:13]([CH:15]1[CH2:18][N:17]([C:19]([O:21][C:22]([CH3:25])([CH3:24])[CH3:23])=[O:20])[CH2:16]1)#[N:14].IC. The catalyst is C1COCC1. The product is [C:13]([C:15]1([CH3:1])[CH2:18][N:17]([C:19]([O:21][C:22]([CH3:25])([CH3:24])[CH3:23])=[O:20])[CH2:16]1)#[N:14]. The yield is 0.320. (4) The reactants are [CH2:1]([S:3][C:4]1[C:9]([C:10]([OH:12])=O)=[C:8]([CH3:13])[CH:7]=[C:6]([N:14]2[CH2:19][CH2:18][O:17][CH2:16][CH2:15]2)[N:5]=1)[CH3:2].[F:20][C:21]1[CH:22]=[C:23]([CH:26]=[C:27]([F:29])[CH:28]=1)[CH2:24][NH2:25].CN(C(ON1N=NC2C=CC=NC1=2)=[N+](C)C)C.F[P-](F)(F)(F)(F)F.CCN(CC)CC. The catalyst is C1COCC1.CCOC(C)=O. The yield is 0.520. The product is [F:20][C:21]1[CH:22]=[C:23]([CH2:24][NH:25][C:10]([C:9]2[C:4]([S:3][CH2:1][CH3:2])=[N:5][C:6]([N:14]3[CH2:19][CH2:18][O:17][CH2:16][CH2:15]3)=[CH:7][C:8]=2[CH3:13])=[O:12])[CH:26]=[C:27]([F:29])[CH:28]=1. (5) The reactants are [NH:1]1CCC[CH2:3][CH2:2]1.C1C2C(COC(=O)NC(N3C4[C:30](=[CH:31][CH:32]=[C:33]5[CH:39]=[C:38]([O:40][CH3:41])[CH:37]=[CH:36][C:34]5=4)[CH:29]=[N:28]3)(C)C)C3C(=CC=CC=3)C=2C=CC=1.C([O-])(O)=O.[Na+].C[N:49]([CH:51]=O)[CH3:50]. No catalyst specified. The product is [CH3:41][O:40][C:38]1[CH:37]=[CH:36][C:34]2[C:33]([CH:39]=1)=[CH:32][CH:31]=[C:30]1[C:50]=2[N:49]([CH2:51][CH:2]([NH2:1])[CH3:3])[N:28]=[CH:29]1. The yield is 0.640. (6) The reactants are [CH:1](NC(C)C)([CH3:3])[CH3:2].C([Li])CCC.[CH2:13]([O:15][C:16]([CH:18]1[CH2:23][CH2:22][N:21]([C:24]([O:26][C:27]([CH3:30])([CH3:29])[CH3:28])=[O:25])[CH2:20][CH2:19]1)=[O:17])[CH3:14].C(I)C=C. The catalyst is C1COCC1.CCCCCC.CN(P(N(C)C)(N(C)C)=O)C. The product is [CH2:13]([O:15][C:16]([C:18]1([CH2:3][CH:1]=[CH2:2])[CH2:23][CH2:22][N:21]([C:24]([O:26][C:27]([CH3:29])([CH3:28])[CH3:30])=[O:25])[CH2:20][CH2:19]1)=[O:17])[CH3:14]. The yield is 1.00. (7) The reactants are C(O)(C(F)(F)F)=O.[Br:8][C:9]1[CH:10]=[CH:11][C:12]([N:15](C(OC(C)(C)C)=O)[CH2:16][C:17]([O:19][CH3:20])=[O:18])=[N:13][CH:14]=1. The catalyst is C(Cl)Cl. The product is [Br:8][C:9]1[CH:10]=[CH:11][C:12]([NH:15][CH2:16][C:17]([O:19][CH3:20])=[O:18])=[N:13][CH:14]=1. The yield is 1.00.